From a dataset of Forward reaction prediction with 1.9M reactions from USPTO patents (1976-2016). Predict the product of the given reaction. (1) Given the reactants OC1C2SC3N=C4CCCCCCN4C(=O)C=3C=2CCC1.[CH3:22][CH:23]1[CH2:28][CH2:27][C:26]2[C:29]3[C:39](=[O:40])[N:33]4[CH2:34][CH2:35][CH2:36][CH2:37][CH2:38][C:32]4=[N:31][C:30]=3[S:41][C:25]=2[C:24]1=[O:42], predict the reaction product. The product is: [OH:42][CH:24]1[C:25]2[S:41][C:30]3[N:31]=[C:32]4[CH2:38][CH2:37][CH2:36][CH2:35][CH2:34][N:33]4[C:39](=[O:40])[C:29]=3[C:26]=2[CH2:27][CH2:28][CH:23]1[CH3:22]. (2) Given the reactants [CH2:1]([O:8][C:9]1[CH:14]=[CH:13][CH:12]=[CH:11][C:10]=1[CH2:15][CH2:16][CH2:17][CH2:18][CH2:19][CH2:20][CH2:21][S:22](Cl)(=[O:24])=[O:23])[C:2]1[CH:7]=[CH:6][CH:5]=[CH:4][CH:3]=1.[NH4+].[F-:27], predict the reaction product. The product is: [CH2:1]([O:8][C:9]1[CH:14]=[CH:13][CH:12]=[CH:11][C:10]=1[CH2:15][CH2:16][CH2:17][CH2:18][CH2:19][CH2:20][CH2:21][S:22]([F:27])(=[O:24])=[O:23])[C:2]1[CH:7]=[CH:6][CH:5]=[CH:4][CH:3]=1. (3) Given the reactants [OH-].[Na+].[CH3:3][C:4]1[O:8][C:7]([C:9]2[CH:14]=[CH:13][CH:12]=[CH:11][CH:10]=2)=[N:6][C:5]=1[CH2:15][O:16][C:17]1[CH:18]=[C:19]([CH:39]=[CH:40][CH:41]=1)[CH2:20][O:21]/[N:22]=[C:23](/[C:33]1[CH:38]=[CH:37][CH:36]=[CH:35][CH:34]=1)\[CH2:24][CH2:25][CH2:26][CH2:27][C:28]([O:30]CC)=[O:29].CO.Cl, predict the reaction product. The product is: [CH3:3][C:4]1[O:8][C:7]([C:9]2[CH:10]=[CH:11][CH:12]=[CH:13][CH:14]=2)=[N:6][C:5]=1[CH2:15][O:16][C:17]1[CH:18]=[C:19]([CH:39]=[CH:40][CH:41]=1)[CH2:20][O:21]/[N:22]=[C:23](/[C:33]1[CH:38]=[CH:37][CH:36]=[CH:35][CH:34]=1)\[CH2:24][CH2:25][CH2:26][CH2:27][C:28]([OH:30])=[O:29]. (4) Given the reactants [C:1]([C:3](=[C:6]1[CH2:11][CH2:10][N:9]([C:12]2[CH:17]=[CH:16][C:15]([N:18]3[CH2:22][C@H:21]([CH2:23][NH:24][C:25](=[O:27])[CH3:26])[O:20][C:19]3=[O:28])=[CH:14][CH:13]=2)[CH2:8][CH2:7]1)[C:4]#[N:5])#[N:2].[I-].[CH3:30][S+](C)(C)=O.CC(C)([O-])C.[K+], predict the reaction product. The product is: [C:1]([C:3]1([C:4]#[N:5])[C:6]2([CH2:11][CH2:10][N:9]([C:12]3[CH:13]=[CH:14][C:15]([N:18]4[CH2:22][C@H:21]([CH2:23][NH:24][C:25](=[O:27])[CH3:26])[O:20][C:19]4=[O:28])=[CH:16][CH:17]=3)[CH2:8][CH2:7]2)[CH2:30]1)#[N:2]. (5) Given the reactants Cl[C:2]1[C:3]2[C:10]([C:11]3[CH:16]=[CH:15][C:14]([F:17])=[CH:13][CH:12]=3)=[CH:9][S:8][C:4]=2[N:5]=[CH:6][N:7]=1.[NH2:18][CH2:19][CH2:20][CH2:21][O:22][C:23]1[CH:24]=[C:25]([NH:29][C:30](=[O:32])[CH3:31])[CH:26]=[CH:27][CH:28]=1.C(N(C(C)C)CC)(C)C, predict the reaction product. The product is: [F:17][C:14]1[CH:15]=[CH:16][C:11]([C:10]2[C:3]3[C:2]([NH:18][CH2:19][CH2:20][CH2:21][O:22][C:23]4[CH:24]=[C:25]([NH:29][C:30](=[O:32])[CH3:31])[CH:26]=[CH:27][CH:28]=4)=[N:7][CH:6]=[N:5][C:4]=3[S:8][CH:9]=2)=[CH:12][CH:13]=1. (6) Given the reactants CN(C(ON1N=NC2C=CC=NC1=2)=[N+](C)C)C.F[P-](F)(F)(F)(F)F.[CH3:25][O:26][CH2:27][C@@H:28]([O:30][C:31]1[CH:32]=[C:33]([CH:37]=[C:38]([O:40][C:41]2[CH:46]=[CH:45][C:44]([S:47]([CH3:50])(=[O:49])=[O:48])=[CH:43][CH:42]=2)[CH:39]=1)[C:34](O)=[O:35])[CH3:29].CCN(C(C)C)C(C)C.[NH2:60][C:61]1[CH:65]=[CH:64][N:63]([C:66]([O:68][C:69]([CH3:72])([CH3:71])[CH3:70])=[O:67])[N:62]=1, predict the reaction product. The product is: [CH3:25][O:26][CH2:27][C@H:28]([CH3:29])[O:30][C:31]1[CH:32]=[C:33]([CH:37]=[C:38]([O:40][C:41]2[CH:46]=[CH:45][C:44]([S:47]([CH3:50])(=[O:49])=[O:48])=[CH:43][CH:42]=2)[CH:39]=1)[C:34]([NH:60][C:61]1[CH:65]=[CH:64][N:63]([C:66]([O:68][C:69]([CH3:72])([CH3:71])[CH3:70])=[O:67])[N:62]=1)=[O:35].